This data is from NCI-60 drug combinations with 297,098 pairs across 59 cell lines. The task is: Regression. Given two drug SMILES strings and cell line genomic features, predict the synergy score measuring deviation from expected non-interaction effect. (1) Drug 1: C1=NC2=C(N1)C(=S)N=CN2. Drug 2: COC1=NC(=NC2=C1N=CN2C3C(C(C(O3)CO)O)O)N. Cell line: HOP-62. Synergy scores: CSS=12.0, Synergy_ZIP=-4.98, Synergy_Bliss=-8.45, Synergy_Loewe=-14.8, Synergy_HSA=-8.64. (2) Drug 1: C1CCC(C(C1)N)N.C(=O)(C(=O)[O-])[O-].[Pt+4]. Drug 2: CCC1(C2=C(COC1=O)C(=O)N3CC4=CC5=C(C=CC(=C5CN(C)C)O)N=C4C3=C2)O.Cl. Cell line: NCI/ADR-RES. Synergy scores: CSS=23.6, Synergy_ZIP=-7.50, Synergy_Bliss=-2.51, Synergy_Loewe=1.93, Synergy_HSA=2.02. (3) Drug 1: COC1=C(C=C2C(=C1)N=CN=C2NC3=CC(=C(C=C3)F)Cl)OCCCN4CCOCC4. Drug 2: CN(CCCl)CCCl.Cl. Cell line: TK-10. Synergy scores: CSS=34.2, Synergy_ZIP=-1.79, Synergy_Bliss=0.815, Synergy_Loewe=-1.82, Synergy_HSA=3.15. (4) Drug 1: CC1OCC2C(O1)C(C(C(O2)OC3C4COC(=O)C4C(C5=CC6=C(C=C35)OCO6)C7=CC(=C(C(=C7)OC)O)OC)O)O. Drug 2: C(CCl)NC(=O)N(CCCl)N=O. Cell line: BT-549. Synergy scores: CSS=25.2, Synergy_ZIP=-7.27, Synergy_Bliss=2.54, Synergy_Loewe=-9.80, Synergy_HSA=1.84. (5) Drug 1: CCC1(CC2CC(C3=C(CCN(C2)C1)C4=CC=CC=C4N3)(C5=C(C=C6C(=C5)C78CCN9C7C(C=CC9)(C(C(C8N6C=O)(C(=O)OC)O)OC(=O)C)CC)OC)C(=O)OC)O.OS(=O)(=O)O. Drug 2: CC1CCC2CC(C(=CC=CC=CC(CC(C(=O)C(C(C(=CC(C(=O)CC(OC(=O)C3CCCCN3C(=O)C(=O)C1(O2)O)C(C)CC4CCC(C(C4)OC)OCCO)C)C)O)OC)C)C)C)OC. Cell line: NCI-H322M. Synergy scores: CSS=9.90, Synergy_ZIP=-2.61, Synergy_Bliss=-0.562, Synergy_Loewe=-3.15, Synergy_HSA=-1.37. (6) Drug 1: CC1=C(C=C(C=C1)NC2=NC=CC(=N2)N(C)C3=CC4=NN(C(=C4C=C3)C)C)S(=O)(=O)N.Cl. Drug 2: CC1=C2C(C(=O)C3(C(CC4C(C3C(C(C2(C)C)(CC1OC(=O)C(C(C5=CC=CC=C5)NC(=O)C6=CC=CC=C6)O)O)OC(=O)C7=CC=CC=C7)(CO4)OC(=O)C)O)C)OC(=O)C. Cell line: HCC-2998. Synergy scores: CSS=59.6, Synergy_ZIP=20.8, Synergy_Bliss=16.7, Synergy_Loewe=-40.0, Synergy_HSA=9.23. (7) Drug 1: CC(C1=C(C=CC(=C1Cl)F)Cl)OC2=C(N=CC(=C2)C3=CN(N=C3)C4CCNCC4)N. Drug 2: B(C(CC(C)C)NC(=O)C(CC1=CC=CC=C1)NC(=O)C2=NC=CN=C2)(O)O. Cell line: TK-10. Synergy scores: CSS=-0.728, Synergy_ZIP=0.132, Synergy_Bliss=-2.54, Synergy_Loewe=-3.48, Synergy_HSA=-3.93.